From a dataset of Microsomal clearance measurements from AstraZeneca. Regression/Classification. Given a drug SMILES string, predict its absorption, distribution, metabolism, or excretion properties. Task type varies by dataset: regression for continuous measurements (e.g., permeability, clearance, half-life) or binary classification for categorical outcomes (e.g., BBB penetration, CYP inhibition). For this dataset (clearance_microsome_az), we predict log10(clearance) (log10 of the in vitro intrinsic clearance, CLint, in uL/min per mg of human liver microsomal protein, equivalently mL/min/g; values are censored to the assay range of 3 to 150, which is 0.477 to 2.18 on this log10 scale). (1) The drug is CC1(C)S[C@@H]2[C@H](NC(=O)C(C(=O)O)c3ccccc3)C(=O)N2[C@H]1C(=O)O. The log10(clearance) is 0.840. (2) The compound is O=c1[nH]c2c(O)ccc([C@@H](O)CNCCc3cccc(CNCCc4ccccc4F)c3)c2s1. The log10(clearance) is 1.23. (3) The compound is CCCCCCc1nc2c(N)nc3ccccc3c2n1Cc1ccccc1. The log10(clearance) is 0.480.